From a dataset of Forward reaction prediction with 1.9M reactions from USPTO patents (1976-2016). Predict the product of the given reaction. (1) Given the reactants [Cl-].[Al+3].[Cl-].[Cl-].[C:5](Cl)(=[O:8])[CH2:6][CH3:7].[CH3:10][O:11][C:12]1[C:17]2[N:18]=[C:19]([C:21]([F:24])([F:23])[F:22])[O:20][C:16]=2[CH:15]=[CH:14][CH:13]=1.Cl, predict the reaction product. The product is: [CH3:10][O:11][C:12]1[C:17]2[N:18]=[C:19]([C:21]([F:24])([F:22])[F:23])[O:20][C:16]=2[C:15]([C:5](=[O:8])[CH2:6][CH3:7])=[CH:14][CH:13]=1. (2) Given the reactants [F:1][C:2]([F:33])([F:32])[C:3]([CH:18]=[N:19][C:20]1[CH:29]=[CH:28][C:27]([F:30])=[C:26]2[C:21]=1[CH:22]=[N:23][C:24]([CH3:31])=[N:25]2)([OH:17])[CH2:4][C:5](C1C=CC(Cl)=CC=1OC)([CH3:7])[CH3:6].B(Br)(Br)Br.[C:38]([O-:41])(O)=O.[Na+].Cl[CH2:44][Cl:45], predict the reaction product. The product is: [Cl:45][C:44]1[CH:6]=[CH:5][C:4]([CH:18]([C:3]([OH:17])([CH2:4][C:5]([CH3:7])=[CH2:6])[C:2]([F:33])([F:32])[F:1])[NH:19][C:20]2[CH:29]=[CH:28][C:27]([F:30])=[C:26]3[C:21]=2[CH:22]=[N:23][C:24]([CH3:31])=[N:25]3)=[C:3]([O:41][CH3:38])[CH:2]=1. (3) Given the reactants [CH3:1][C:2]1[C:7]([N+:8]([O-])=O)=[CH:6][N:5]=[C:4]2[N:11]([S:14]([C:17]3[CH:22]=[CH:21][CH:20]=[CH:19][CH:18]=3)(=[O:16])=[O:15])[CH:12]=[CH:13][C:3]=12.[H][H], predict the reaction product. The product is: [CH3:1][C:2]1[C:7]([NH2:8])=[CH:6][N:5]=[C:4]2[N:11]([S:14]([C:17]3[CH:18]=[CH:19][CH:20]=[CH:21][CH:22]=3)(=[O:16])=[O:15])[CH:12]=[CH:13][C:3]=12. (4) The product is: [CH2:26]([NH:33][NH:34][C:7](=[O:8])[C:6]1[CH:10]=[CH:11][C:3]([O:2][CH3:1])=[C:4](/[CH:12]=[CH:13]/[C:14]2[CH:19]=[CH:18][C:17]([O:20][C:21]([F:22])([F:24])[F:23])=[CH:16][CH:15]=2)[CH:5]=1)[C:27]1[CH:32]=[CH:31][CH:30]=[CH:29][CH:28]=1. Given the reactants [CH3:1][O:2][C:3]1[CH:11]=[CH:10][C:6]([C:7](O)=[O:8])=[CH:5][C:4]=1/[CH:12]=[CH:13]/[C:14]1[CH:19]=[CH:18][C:17]([O:20][C:21]([F:24])([F:23])[F:22])=[CH:16][CH:15]=1.Cl.[CH2:26]([NH:33][NH2:34])[C:27]1[CH:32]=[CH:31][CH:30]=[CH:29][CH:28]=1, predict the reaction product. (5) Given the reactants C[O:2][C:3]1[CH:8]=[CH:7][C:6]([C:9]2[S:13][C:12]([C:14]3[CH:19]=[CH:18][CH:17]=[C:16]([O:20]C)[CH:15]=3)=[N:11][CH:10]=2)=[CH:5][CH:4]=1, predict the reaction product. The product is: [OH:2][C:3]1[CH:4]=[CH:5][C:6]([C:9]2[S:13][C:12]([C:14]3[CH:15]=[C:16]([OH:20])[CH:17]=[CH:18][CH:19]=3)=[N:11][CH:10]=2)=[CH:7][CH:8]=1.